The task is: Predict the product of the given reaction.. This data is from Forward reaction prediction with 1.9M reactions from USPTO patents (1976-2016). (1) Given the reactants F[C:2]1[N:7]=[CH:6][C:5]([C:8]2[N:12]3[N:13]=[C:14]([C:17]4[CH:18]=[C:19]([C:24]([F:27])([F:26])[F:25])[C:20]([NH2:23])=[N:21][CH:22]=4)[CH:15]=[CH:16][C:11]3=[N:10][CH:9]=2)=[CH:4][CH:3]=1.[C:28]1([C:34]2[N:35]=[C:36]([NH2:39])[S:37][CH:38]=2)[CH:33]=[CH:32][CH:31]=[CH:30][CH:29]=1.C(=O)([O-])[O-].[Cs+].[Cs+], predict the reaction product. The product is: [C:28]1([C:34]2[N:35]=[C:36]([NH:39][C:2]3[N:7]=[CH:6][C:5]([C:8]4[N:12]5[N:13]=[C:14]([C:17]6[CH:18]=[C:19]([C:24]([F:26])([F:27])[F:25])[C:20]([NH2:23])=[N:21][CH:22]=6)[CH:15]=[CH:16][C:11]5=[N:10][CH:9]=4)=[CH:4][CH:3]=3)[S:37][CH:38]=2)[CH:29]=[CH:30][CH:31]=[CH:32][CH:33]=1. (2) The product is: [C:5]([O:21][CH2:20][C:19]([CH3:23])([CH3:22])[CH2:18][N:17]1[C:11]2[CH:10]=[CH:9][C:8]([Cl:7])=[CH:45][C:12]=2[C@@H:13]([C:35]2[CH:40]=[CH:39][CH:38]=[C:37]([O:41][CH3:42])[C:36]=2[O:43][CH3:44])[O:14][C@H:15]([CH2:25][C:26]2[S:27][C:28]([C:46]([OH:48])=[O:54])=[CH:29][N:30]=2)[C:16]1=[O:24])(=[O:50])[CH3:6]. Given the reactants N1[CH:6]=[CH:5]C=CC=1.[Cl:7][C:8]1[CH:9]=[CH:10][C:11]2[N:17]([CH2:18][C:19]([CH3:23])([CH3:22])[CH2:20][OH:21])[C:16](=[O:24])[C@@H:15]([CH2:25][C:26]3[S:27][C:28](CC(O)=O)=[CH:29][N:30]=3)[O:14][C@H:13]([C:35]3[CH:40]=[CH:39][CH:38]=[C:37]([O:41][CH3:42])[C:36]=3[O:43][CH3:44])[C:12]=2[CH:45]=1.[C:46](Cl)(=[O:48])C.[OH2:50].C1C[O:54]CC1, predict the reaction product.